This data is from Catalyst prediction with 721,799 reactions and 888 catalyst types from USPTO. The task is: Predict which catalyst facilitates the given reaction. (1) Reactant: [BH4-].[Na+].[OH-].[K+].Cl.[NH2:6][CH2:7][C:8]([C:10]1[CH:15]=[CH:14][C:13]([Br:16])=[CH:12][CH:11]=1)=[O:9]. Product: [NH2:6][CH2:7][CH:8]([C:10]1[CH:15]=[CH:14][C:13]([Br:16])=[CH:12][CH:11]=1)[OH:9]. The catalyst class is: 5. (2) Reactant: Br.Br[CH2:3][C:4]([C:6]1[CH:11]=[CH:10][N:9]=[CH:8][CH:7]=1)=O.[CH2:12]([O:14][C:15]1[CH:16]=[C:17]([CH:21]=[CH:22][C:23]=1[O:24][CH2:25][CH3:26])[C:18]([NH2:20])=[O:19])[CH3:13].C([O-])(O)=O.[Na+]. Product: [CH2:12]([O:14][C:15]1[CH:16]=[C:17]([C:18]2[O:19][CH:3]=[C:4]([C:6]3[CH:11]=[CH:10][N:9]=[CH:8][CH:7]=3)[N:20]=2)[CH:21]=[CH:22][C:23]=1[O:24][CH2:25][CH3:26])[CH3:13]. The catalyst class is: 3. (3) Reactant: C([O:5][C:6](=[O:46])[CH2:7][N:8](C(OC(C)(C)C)=O)[C:9]1[CH:14]=[CH:13][CH:12]=[C:11]([CH:15]([CH2:26][C:27]2[N:28]=[N:29][C:30]([C:33]3[CH:38]=[CH:37][CH:36]=[CH:35][CH:34]=3)=[CH:31][CH:32]=2)[NH:16][S:17]([C:20]2[CH:21]=[N:22][CH:23]=[CH:24][CH:25]=2)(=[O:19])=[O:18])[N:10]=1)(C)(C)C.[ClH:47].O1CCOCC1. Product: [ClH:47].[C:33]1([C:30]2[N:29]=[N:28][C:27]([CH2:26][CH:15]([NH:16][S:17]([C:20]3[CH:21]=[N:22][CH:23]=[CH:24][CH:25]=3)(=[O:19])=[O:18])[C:11]3[N:10]=[C:9]([NH:8][CH2:7][C:6]([OH:46])=[O:5])[CH:14]=[CH:13][CH:12]=3)=[CH:32][CH:31]=2)[CH:38]=[CH:37][CH:36]=[CH:35][CH:34]=1. The catalyst class is: 2. (4) Reactant: [OH:1][C:2]1[CH:7]=[C:6]([O:8][CH2:9][CH2:10][O:11][CH3:12])[CH:5]=[CH:4][C:3]=1/[CH:13]=[CH:14]/[C:15]([O:17][CH2:18][CH3:19])=[O:16].[Cl:20][C:21]1[CH:22]=[C:23]([C:28]([F:31])([F:30])[F:29])[CH:24]=[CH:25][C:26]=1F.C(=O)([O-])[O-].[K+].[K+].O. Product: [Cl:20][C:21]1[CH:22]=[C:23]([C:28]([F:29])([F:30])[F:31])[CH:24]=[CH:25][C:26]=1[O:1][C:2]1[CH:7]=[C:6]([O:8][CH2:9][CH2:10][O:11][CH3:12])[CH:5]=[CH:4][C:3]=1/[CH:13]=[CH:14]/[C:15]([O:17][CH2:18][CH3:19])=[O:16]. The catalyst class is: 9. (5) Reactant: Br[C:2]1[CH:7]=[CH:6][CH:5]=[CH:4][N:3]=1.C([Mg]Cl)(C)C.[Li+].[Cl-].[CH:15]1(/[CH:20]=[N:21]/[S@@:22]([C:24]([CH3:27])([CH3:26])[CH3:25])=[O:23])[CH2:19][CH2:18][CH2:17][CH2:16]1. Product: [CH:15]1([C@@H:20]([C:2]2[CH:7]=[CH:6][CH:5]=[CH:4][N:3]=2)[NH:21][S:22]([C:24]([CH3:27])([CH3:26])[CH3:25])=[O:23])[CH2:16][CH2:17][CH2:18][CH2:19]1. The catalyst class is: 168. (6) Reactant: [CH:1]1([N:4]2[C:8]([C:9]3[CH:14]=[CH:13][N:12]=[CH:11][CH:10]=3)=[N:7][NH:6][C:5]2=S)[CH2:3][CH2:2]1. Product: [CH:1]1([N:4]2[CH:5]=[N:6][N:7]=[C:8]2[C:9]2[CH:10]=[CH:11][N:12]=[CH:13][CH:14]=2)[CH2:3][CH2:2]1. The catalyst class is: 592. (7) Reactant: [Cl:1][C:2]1[CH:11]=[C:10]2[C:5]([CH:6]=[CH:7][C:8]([CH3:12])=[N:9]2)=[CH:4][C:3]=1[O:13]C.B(Br)(Br)Br. Product: [Cl:1][C:2]1[CH:11]=[C:10]2[C:5]([CH:6]=[CH:7][C:8]([CH3:12])=[N:9]2)=[CH:4][C:3]=1[OH:13]. The catalyst class is: 4.